Dataset: Reaction yield outcomes from USPTO patents with 853,638 reactions. Task: Predict the reaction yield, written as a fraction of the theoretical maximum amount of product (1.0 means a 100% yield; for example, 0.34 means a 34% yield). (1) The catalyst is C(Cl)Cl. The yield is 0.960. The product is [CH2:67]([O:66][C:65]([NH:64][CH2:63][CH:60]1[CH2:59][CH2:58][N:57]([C:56]2[N:55]([CH3:72])[N:54]=[CH:53][C:52]=2[NH:51][C:40]([C:38]2[N:39]=[C:35]([Br:34])[S:36][C:37]=2[NH:43][C:44](=[O:45])[O:46][C:47]([CH3:50])([CH3:49])[CH3:48])=[O:42])[CH2:62][CH2:61]1)=[O:71])[CH2:70][CH2:1][CH3:2]. The reactants are [CH2:1]1CN([P+](ON2N=NC3C=CC=CC2=3)(N2CCCC2)N2CCCC2)C[CH2:2]1.F[P-](F)(F)(F)(F)F.[Br:34][C:35]1[S:36][C:37]([NH:43][C:44]([O:46][C:47]([CH3:50])([CH3:49])[CH3:48])=[O:45])=[C:38]([C:40]([OH:42])=O)[N:39]=1.[NH2:51][C:52]1[CH:53]=[N:54][N:55]([CH3:72])[C:56]=1[N:57]1[CH2:62][CH2:61][CH:60]([CH2:63][NH:64][C:65](=[O:71])[O:66][C:67]([CH3:70])(C)C)[CH2:59][CH2:58]1.CCN(C(C)C)C(C)C. (2) The reactants are CCN(C(C)C)C(C)C.[C:10]1([C:23]2[CH:28]=[CH:27][CH:26]=[CH:25][CH:24]=2)[CH:15]=[CH:14][C:13]([C:16]([NH:18][CH2:19][C:20]([OH:22])=O)=[O:17])=[CH:12][CH:11]=1.C1C=CC2N(O)N=NC=2C=1.CCN=C=NCCCN(C)C.Cl.[CH3:51][O:52][C:53](=[O:68])[C:54]1[CH:59]=[CH:58][CH:57]=[CH:56][C:55]=1[C:60]([N:62]1[CH2:67][CH2:66][NH:65][CH2:64][CH2:63]1)=[O:61]. The catalyst is CN(C=O)C.O. The product is [CH3:51][O:52][C:53](=[O:68])[C:54]1[CH:59]=[CH:58][CH:57]=[CH:56][C:55]=1[C:60]([N:62]1[CH2:63][CH2:64][N:65]([C:20](=[O:22])[CH2:19][NH:18][C:16]([C:13]2[CH:12]=[CH:11][C:10]([C:23]3[CH:28]=[CH:27][CH:26]=[CH:25][CH:24]=3)=[CH:15][CH:14]=2)=[O:17])[CH2:66][CH2:67]1)=[O:61]. The yield is 0.379.